Regression/Classification. Given a drug SMILES string, predict its toxicity properties. Task type varies by dataset: regression for continuous values (e.g., LD50, hERG inhibition percentage) or binary classification for toxic/non-toxic outcomes (e.g., AMES mutagenicity, cardiotoxicity, hepatotoxicity). Dataset: herg_karim. From a dataset of hERG potassium channel inhibition data for cardiac toxicity prediction from Karim et al.. (1) The drug is CS(=O)(=O)NCC1CCC(Nc2nc3c(s2)CCSc2ccccc2-3)CC1. The result is 0 (non-blocker). (2) The compound is CC(C)(O)C#Cc1cnc2c(c1)[C@]1(COC(N)=N1)c1cc(-c3cccnc3F)ccc1O2. The result is 0 (non-blocker). (3) The compound is CCN(CC)CCN(C)c1ccc(-n2ccc(OCc3ccccc3)cc2=O)cc1. The result is 1 (blocker).